This data is from Peptide-MHC class I binding affinity with 185,985 pairs from IEDB/IMGT. The task is: Regression. Given a peptide amino acid sequence and an MHC pseudo amino acid sequence, predict their binding affinity value. This is MHC class I binding data. (1) The peptide sequence is VIPFDDIVRT. The MHC is HLA-A02:06 with pseudo-sequence HLA-A02:06. The binding affinity (normalized) is 0.0933. (2) The peptide sequence is YLPLSVFII. The binding affinity (normalized) is 0.831. The MHC is HLA-A02:01 with pseudo-sequence HLA-A02:01. (3) The peptide sequence is MLLNRFTTR. The MHC is HLA-A31:01 with pseudo-sequence HLA-A31:01. The binding affinity (normalized) is 0.962. (4) The MHC is Mamu-B08 with pseudo-sequence Mamu-B08. The binding affinity (normalized) is 0. The peptide sequence is LMAEALKEA. (5) The peptide sequence is DFGYATMAK. The MHC is HLA-A02:03 with pseudo-sequence HLA-A02:03. The binding affinity (normalized) is 0.0847. (6) The peptide sequence is RFIIFLFILL. The MHC is HLA-A03:01 with pseudo-sequence HLA-A03:01. The binding affinity (normalized) is 0.552. (7) The peptide sequence is ELIKELPGY. The MHC is HLA-B15:17 with pseudo-sequence HLA-B15:17. The binding affinity (normalized) is 0.229.